From a dataset of Reaction yield outcomes from USPTO patents with 853,638 reactions. Predict the reaction yield, written as a fraction of the theoretical maximum amount of product (1.0 means a 100% yield; for example, 0.34 means a 34% yield). (1) The catalyst is CN(C=O)C.CCOC(C)=O.[Pd]. The reactants are C(OC([N:11]1[C@@H:15]([CH3:16])[CH2:14][CH2:13][C@H:12]1[C:17]1[NH:18][C:19]([C:22]2[CH:35]=[C:34]3[O:36][CH2:37][C:31]4[C:32]5[C:33]3=[C:24]([CH2:25][O:26][C:27]=5[CH:28]=[C:29]([C:38]3[NH:42][C:41]([C@@H:43]5[CH2:47][C@H:46]([CH2:48][O:49][CH3:50])[CH2:45][N:44]5[C:51]([O:53][C:54]([CH3:57])([CH3:56])[CH3:55])=[O:52])=[N:40][CH:39]=3)[CH:30]=4)[CH:23]=2)=[CH:20][N:21]=1)=O)C1C=CC=CC=1.[CH3:58][O:59][C:60]([NH:62][C@@H:63]([CH:67]([CH3:69])[CH3:68])[C:64](O)=[O:65])=[O:61].CN(C(ON1N=NC2C=CC=NC1=2)=[N+](C)C)C.F[P-](F)(F)(F)(F)F.CN1CCOCC1. The yield is 0.580. The product is [CH3:58][O:59][C:60]([NH:62][C@@H:63]([CH:67]([CH3:69])[CH3:68])[C:64]([N:11]1[C@@H:15]([CH3:16])[CH2:14][CH2:13][C@H:12]1[C:17]1[NH:18][C:19]([C:22]2[CH:35]=[C:34]3[O:36][CH2:37][C:31]4[C:32]5[C:33]3=[C:24]([CH2:25][O:26][C:27]=5[CH:28]=[C:29]([C:38]3[NH:42][C:41]([C@@H:43]5[CH2:47][C@H:46]([CH2:48][O:49][CH3:50])[CH2:45][N:44]5[C:51]([O:53][C:54]([CH3:56])([CH3:55])[CH3:57])=[O:52])=[N:40][CH:39]=3)[CH:30]=4)[CH:23]=2)=[CH:20][N:21]=1)=[O:65])=[O:61]. (2) The reactants are C(N(CC)CC)C.[CH3:8][C:9]1[CH:17]=[CH:16][CH:15]=[C:14]([CH3:18])[C:10]=1[C:11](Cl)=[O:12].[CH3:19][O:20][C:21]1[CH:26]=[C:25]([O:27][CH3:28])[CH:24]=[CH:23][C:22]=1[CH2:29]/[C:30](=[N:32]/[OH:33])/[NH2:31]. The catalyst is C1COCC1. The product is [CH3:19][O:20][C:21]1[CH:26]=[C:25]([O:27][CH3:28])[CH:24]=[CH:23][C:22]=1[CH2:29]/[C:30](=[N:32]/[O:33][C:11](=[O:12])[C:10]1[C:14]([CH3:18])=[CH:15][CH:16]=[CH:17][C:9]=1[CH3:8])/[NH2:31]. The yield is 0.750.